Dataset: Full USPTO retrosynthesis dataset with 1.9M reactions from patents (1976-2016). Task: Predict the reactants needed to synthesize the given product. Given the product [O:8]([C:15]1[C:20]([C:21]2[N:25]=[CH:24][NH:23][N:22]=2)=[N:19][N:18]([C:27]2[CH:32]=[CH:31][CH:30]=[CH:29][CH:28]=2)[C:17](=[O:33])[CH:16]=1)[C:9]1[CH:14]=[CH:13][CH:12]=[CH:11][CH:10]=1, predict the reactants needed to synthesize it. The reactants are: O.NN.CC(O)=O.[O:8]([C:15]1[C:20]([C:21]2[N:25]=[C:24](C)[NH:23][N:22]=2)=[N:19][N:18]([C:27]2[CH:32]=[CH:31][CH:30]=[CH:29][CH:28]=2)[C:17](=[O:33])[CH:16]=1)[C:9]1[CH:14]=[CH:13][CH:12]=[CH:11][CH:10]=1.